Dataset: Full USPTO retrosynthesis dataset with 1.9M reactions from patents (1976-2016). Task: Predict the reactants needed to synthesize the given product. (1) Given the product [CH:1]1([C@@H:4]([NH:6][C:27]([C:26]2[C:20]3[C:21](=[N:22][CH:23]=[C:18]([C:12]4[C:11]5[C:15](=[CH:16][C:8]([Cl:7])=[CH:9][CH:10]=5)[N:14]([CH3:17])[N:13]=4)[N:19]=3)[N:24]([CH2:30][O:31][CH2:32][CH2:33][Si:34]([CH3:37])([CH3:36])[CH3:35])[CH:25]=2)=[O:28])[CH3:5])[CH2:3][CH2:2]1, predict the reactants needed to synthesize it. The reactants are: [CH:1]1([C@@H:4]([NH2:6])[CH3:5])[CH2:3][CH2:2]1.[Cl:7][C:8]1[CH:16]=[C:15]2[C:11]([C:12]([C:18]3[N:19]=[C:20]4[C:26]([C:27](O)=[O:28])=[CH:25][N:24]([CH2:30][O:31][CH2:32][CH2:33][Si:34]([CH3:37])([CH3:36])[CH3:35])[C:21]4=[N:22][CH:23]=3)=[N:13][N:14]2[CH3:17])=[CH:10][CH:9]=1.Cl.CN(C)CCCN=C=NCC. (2) Given the product [Cl:1][C:2]1[CH:18]=[C:17]([Cl:19])[CH:16]=[CH:15][C:3]=1[CH2:4][NH:5][C:6]([C:7]1[CH:12]=[CH:11][C:10](=[O:13])[N:9]([CH2:21][C:22]2[CH:23]=[CH:24][C:25]([S:28]([CH3:31])(=[O:30])=[O:29])=[CH:26][CH:27]=2)[CH:8]=1)=[O:14], predict the reactants needed to synthesize it. The reactants are: [Cl:1][C:2]1[CH:18]=[C:17]([Cl:19])[CH:16]=[CH:15][C:3]=1[CH2:4][NH:5][C:6](=[O:14])[C:7]1[CH:12]=[CH:11][C:10]([OH:13])=[N:9][CH:8]=1.Br[CH2:21][C:22]1[CH:27]=[CH:26][C:25]([S:28]([CH3:31])(=[O:30])=[O:29])=[CH:24][CH:23]=1.C(=O)([O-])[O-].[K+].[K+]. (3) Given the product [CH3:29][O:30][C:31]1[CH:32]=[C:33]([CH:39]=[CH:40][CH:41]=1)[CH2:34][N:35]([CH:36]([CH3:38])[CH3:37])[C:14]([C:13]1[C:8]([C:3]2[CH:4]=[CH:5][CH:6]=[CH:7][C:2]=2[F:1])=[N:9][C:10]([S:19][CH3:20])=[N:11][CH:12]=1)=[O:16], predict the reactants needed to synthesize it. The reactants are: [F:1][C:2]1[CH:7]=[CH:6][CH:5]=[CH:4][C:3]=1[C:8]1[C:13]([C:14]([O:16]CC)=O)=[CH:12][N:11]=[C:10]([S:19][CH3:20])[N:9]=1.[OH-].[Na+].C(Cl)(=O)C(Cl)=O.[CH3:29][O:30][C:31]1[CH:32]=[C:33]([CH:39]=[CH:40][CH:41]=1)[CH2:34][NH:35][CH:36]([CH3:38])[CH3:37].C(N(C(C)C)CC)(C)C. (4) Given the product [CH3:1][O:2][C:3]([C:5]1[C:6]([OH:29])=[C:7]2[C:12](=[C:13]([Br:30])[N:14]=1)[N:11]([CH2:15][CH:16]1[CH2:17][CH2:18][O:19][CH2:20][CH2:21]1)[C:10](=[O:22])[C:9]([C:23]1[CH:28]=[CH:27][CH:26]=[CH:25][CH:24]=1)=[CH:8]2)=[O:4], predict the reactants needed to synthesize it. The reactants are: [CH3:1][O:2][C:3]([C:5]1[C:6]([OH:29])=[C:7]2[C:12](=[CH:13][N:14]=1)[N:11]([CH2:15][CH:16]1[CH2:21][CH2:20][O:19][CH2:18][CH2:17]1)[C:10](=[O:22])[C:9]([C:23]1[CH:28]=[CH:27][CH:26]=[CH:25][CH:24]=1)=[CH:8]2)=[O:4].[Br:30]N1C(=O)CCC1=O.